This data is from Peptide-MHC class I binding affinity with 185,985 pairs from IEDB/IMGT. The task is: Regression. Given a peptide amino acid sequence and an MHC pseudo amino acid sequence, predict their binding affinity value. This is MHC class I binding data. (1) The peptide sequence is AAIAVGVAL. The MHC is HLA-C14:02 with pseudo-sequence HLA-C14:02. The binding affinity (normalized) is 0.0847. (2) The peptide sequence is AYANSVFNI. The MHC is HLA-A29:02 with pseudo-sequence HLA-A29:02. The binding affinity (normalized) is 0.108. (3) The peptide sequence is DWSGYSGSF. The MHC is HLA-B15:01 with pseudo-sequence HLA-B15:01. The binding affinity (normalized) is 0.149. (4) The peptide sequence is SLASIGTSF. The MHC is HLA-B08:02 with pseudo-sequence HLA-B08:02. The binding affinity (normalized) is 0.0847.